This data is from Reaction yield outcomes from USPTO patents with 853,638 reactions. The task is: Predict the reaction yield, written as a fraction of the theoretical maximum amount of product (1.0 means a 100% yield; for example, 0.34 means a 34% yield). (1) The reactants are Cl[C:2]1[N:7]=[C:6]([NH:8][CH2:9][CH2:10][CH3:11])[N:5]=[C:4]([NH:12][CH2:13][CH2:14][CH3:15])[N:3]=1.[CH2:16]([O:23][NH:24][CH2:25][CH3:26])[C:17]1[CH:22]=[CH:21][CH:20]=[CH:19][CH:18]=1. No catalyst specified. The product is [CH2:16]([O:23][N:24]([C:2]1[N:7]=[C:6]([NH:8][CH2:9][CH2:10][CH3:11])[N:5]=[C:4]([NH:12][CH2:13][CH2:14][CH3:15])[N:3]=1)[CH2:25][CH3:26])[C:17]1[CH:22]=[CH:21][CH:20]=[CH:19][CH:18]=1. The yield is 0.380. (2) The reactants are CCN(C(C)C)C(C)C.FC(F)(F)C(O)=O.[O:17]=[C:18]([N:37]1[CH2:42][CH2:41][C:40]([CH2:43][C:44]2[S:45][CH:46]=[CH:47][N:48]=2)=[CH:39][CH2:38]1)/[CH:19]=[CH:20]/[C:21]1[CH:22]=[C:23]2[C:33](=[N:34][CH:35]=1)[NH:32][C:31](=[O:36])[C:25]1([CH2:30][CH2:29][NH:28][CH2:27][CH2:26]1)[CH2:24]2.[C:49](O)(=[O:52])[CH2:50][OH:51].C1C=CC2N(O)N=NC=2C=1.CCN=C=NCCCN(C)C.Cl. The catalyst is CN(C=O)C.O. The product is [OH:52][CH2:49][C:50]([N:28]1[CH2:29][CH2:30][C:25]2([CH2:24][C:23]3[C:33](=[N:34][CH:35]=[C:21](/[CH:20]=[CH:19]/[C:18](=[O:17])[N:37]4[CH2:42][CH2:41][C:40]([CH2:43][C:44]5[S:45][CH:46]=[CH:47][N:48]=5)=[CH:39][CH2:38]4)[CH:22]=3)[NH:32][C:31]2=[O:36])[CH2:26][CH2:27]1)=[O:51]. The yield is 0.220. (3) The yield is 0.460. The catalyst is C(OCC)(=O)C. The product is [CH2:13]([C:15]1[N:16]([C:40]2[CH:45]=[CH:44][C:43]([O:46][CH2:47][CH3:48])=[CH:42][CH:41]=2)[C:17](=[O:39])[C:18]([CH2:24][C:25]2[CH:30]=[CH:29][C:28]([C:31]3[CH:36]=[CH:35][CH:34]=[CH:33][C:32]=3[C:37]3[NH:3][C:4](=[O:7])[O:5][N:38]=3)=[CH:27][CH:26]=2)=[C:19]([CH2:21][CH2:22][CH3:23])[N:20]=1)[CH3:14]. The reactants are [Cl-].O[NH3+:3].[C:4](=[O:7])([O-])[OH:5].[Na+].CS(C)=O.[CH2:13]([C:15]1[N:16]([C:40]2[CH:45]=[CH:44][C:43]([O:46][CH2:47][CH3:48])=[CH:42][CH:41]=2)[C:17](=[O:39])[C:18]([CH2:24][C:25]2[CH:30]=[CH:29][C:28]([C:31]3[C:32]([C:37]#[N:38])=[CH:33][CH:34]=[CH:35][CH:36]=3)=[CH:27][CH:26]=2)=[C:19]([CH2:21][CH2:22][CH3:23])[N:20]=1)[CH3:14]. (4) The reactants are C[N+]1([O-])CC[O:5]CC1.[C:9]1(/[CH:15]=[CH:16]/[C:17]2[CH:22]=[CH:21][CH:20]=[CH:19][CH:18]=2)[CH:14]=[CH:13][CH:12]=[CH:11][CH:10]=1.[OH2:23].CC(C)=O.C(#N)C. The catalyst is O=[Os](=O)(=O)=O. The product is [C:9]1([CH:15]([OH:5])[CH:16]([C:17]2[CH:18]=[CH:19][CH:20]=[CH:21][CH:22]=2)[OH:23])[CH:14]=[CH:13][CH:12]=[CH:11][CH:10]=1. The yield is 0.930. (5) The reactants are [C:1]([C:5]1[CH:12]=[CH:11][CH:10]=[C:7](C=O)[C:6]=1[OH:13])([CH3:4])([CH3:3])[CH3:2].[CH2:14]=[O:15].[ClH:16].[C:17]([O-])([O-])=O.[Na+].[Na+]. No catalyst specified. The product is [C:1]([C:5]1[CH:12]=[C:11]([CH2:17][Cl:16])[CH:10]=[C:7]([CH:14]=[O:15])[C:6]=1[OH:13])([CH3:2])([CH3:3])[CH3:4]. The yield is 0.970. (6) The reactants are [CH3:1][O:2][C:3]1[CH:4]=[C:5]2[C:10](=[CH:11][CH:12]=1)[NH:9][C@@H:8]([CH3:13])[C@H:7]([CH3:14])[C@H:6]2[NH:15][C:16](=[O:25])[O:17][CH2:18][C:19]1[CH:24]=[CH:23][CH:22]=[CH:21][CH:20]=1.N1C=CC=CC=1.[C:32](Cl)(=[O:34])[CH3:33].C(=O)(O)[O-].[Na+]. The catalyst is ClCCl. The product is [C:32]([N:9]1[C:10]2[C:5](=[CH:4][C:3]([O:2][CH3:1])=[CH:12][CH:11]=2)[C@H:6]([NH:15][C:16](=[O:25])[O:17][CH2:18][C:19]2[CH:20]=[CH:21][CH:22]=[CH:23][CH:24]=2)[C@@H:7]([CH3:14])[C@@H:8]1[CH3:13])(=[O:34])[CH3:33]. The yield is 0.900.